Dataset: Full USPTO retrosynthesis dataset with 1.9M reactions from patents (1976-2016). Task: Predict the reactants needed to synthesize the given product. (1) Given the product [C:13](=[O:24])([O:14][C:15]1[CH:16]=[CH:17][C:18]([N+:21]([O-:23])=[O:22])=[CH:19][CH:20]=1)[O:11][CH2:10][C:9]1[O:8][C:7](=[O:12])[O:6][C:5]=1[C:1]([CH3:4])([CH3:2])[CH3:3], predict the reactants needed to synthesize it. The reactants are: [C:1]([C:5]1[O:6][C:7](=[O:12])[O:8][C:9]=1[CH2:10][OH:11])([CH3:4])([CH3:3])[CH3:2].[C:13](Cl)(=[O:24])[O:14][C:15]1[CH:20]=[CH:19][C:18]([N+:21]([O-:23])=[O:22])=[CH:17][CH:16]=1.Cl. (2) Given the product [Cl:1][C:2]1[CH:7]=[CH:6][C:5]([CH:8]([C:26]2[CH:27]=[CH:28][C:29]([Cl:32])=[CH:30][CH:31]=2)[C:9]2[CH:10]=[C:11]3[C:16](=[CH:17][CH:18]=2)[N:15]=[CH:14][N:13]=[C:12]3[NH:19][CH:20]2[CH2:21][CH2:22][N:23]([CH2:40][CH2:39][C:33]3[CH:38]=[CH:37][CH:36]=[CH:35][CH:34]=3)[CH2:24][CH2:25]2)=[CH:4][CH:3]=1, predict the reactants needed to synthesize it. The reactants are: [Cl:1][C:2]1[CH:7]=[CH:6][C:5]([CH:8]([C:26]2[CH:31]=[CH:30][C:29]([Cl:32])=[CH:28][CH:27]=2)[C:9]2[CH:10]=[C:11]3[C:16](=[CH:17][CH:18]=2)[N:15]=[CH:14][N:13]=[C:12]3[NH:19][CH:20]2[CH2:25][CH2:24][NH:23][CH2:22][CH2:21]2)=[CH:4][CH:3]=1.[C:33]1([CH2:39][CH:40]=O)[CH:38]=[CH:37][CH:36]=[CH:35][CH:34]=1.CO.[BH3-]C#N.[Na+]. (3) Given the product [NH2:1][C:2]1[C:10]([OH:11])=[CH:9][CH:8]=[C:7]2[C:3]=1[C:4](=[O:30])[N:5]([C@@H:13]([C:19]1[CH:24]=[CH:23][C:22]([OH:25])=[C:21]([O:27][CH2:28][CH3:29])[CH:20]=1)[CH2:14][S:15]([CH3:18])(=[O:17])=[O:16])[C:6]2=[O:12], predict the reactants needed to synthesize it. The reactants are: [NH2:1][C:2]1[C:10]([OH:11])=[CH:9][CH:8]=[C:7]2[C:3]=1[C:4](=[O:30])[N:5]([C@@H:13]([C:19]1[CH:24]=[CH:23][C:22]([O:25]C)=[C:21]([O:27][CH2:28][CH3:29])[CH:20]=1)[CH2:14][S:15]([CH3:18])(=[O:17])=[O:16])[C:6]2=[O:12].I[Si](C)(C)C.